From a dataset of Catalyst prediction with 721,799 reactions and 888 catalyst types from USPTO. Predict which catalyst facilitates the given reaction. Reactant: [CH2:1]([O:8][C:9]1[CH:10]=[CH:11][C:12]([C:20](=[O:23])[CH2:21][Br:22])=[C:13]2[C:18]=1[NH:17][C:16](=[O:19])[CH:15]=[CH:14]2)[C:2]1[CH:7]=[CH:6][CH:5]=[CH:4][CH:3]=1.O1CCCC1.B.CO. Product: [CH2:1]([O:8][C:9]1[CH:10]=[CH:11][C:12]([C@@H:20]([OH:23])[CH2:21][Br:22])=[C:13]2[C:18]=1[NH:17][C:16](=[O:19])[CH:15]=[CH:14]2)[C:2]1[CH:3]=[CH:4][CH:5]=[CH:6][CH:7]=1. The catalyst class is: 11.